Dataset: Forward reaction prediction with 1.9M reactions from USPTO patents (1976-2016). Task: Predict the product of the given reaction. (1) Given the reactants [Cl:1][C:2]1[C:3]([C:31]2[C:39]3[C:34](=[CH:35][CH:36]=[CH:37][CH:38]=3)[N:33]([S:40]([C:43]3[CH:48]=[CH:47][CH:46]=[CH:45][CH:44]=3)(=[O:42])=[O:41])[CH:32]=2)=[N:4][C:5]([NH:8][C@@H:9]2[CH2:14][CH2:13][CH2:12][C@H:11]([NH:15][CH2:16][C:17]3[CH:22]=[CH:21][C:20]([NH:23][C:24](=[O:30])[O:25][C:26]([CH3:29])([CH3:28])[CH3:27])=[CH:19][CH:18]=3)[CH2:10]2)=[N:6][CH:7]=1.C=O.[CH3:51]C(O)=O.[BH-](OC(C)=O)(OC(C)=O)OC(C)=O.[Na+], predict the reaction product. The product is: [Cl:1][C:2]1[C:3]([C:31]2[C:39]3[C:34](=[CH:35][CH:36]=[CH:37][CH:38]=3)[N:33]([S:40]([C:43]3[CH:48]=[CH:47][CH:46]=[CH:45][CH:44]=3)(=[O:42])=[O:41])[CH:32]=2)=[N:4][C:5]([NH:8][C@@H:9]2[CH2:14][CH2:13][CH2:12][C@H:11]([N:15]([CH2:16][C:17]3[CH:22]=[CH:21][C:20]([NH:23][C:24](=[O:30])[O:25][C:26]([CH3:29])([CH3:28])[CH3:27])=[CH:19][CH:18]=3)[CH3:51])[CH2:10]2)=[N:6][CH:7]=1. (2) Given the reactants [F:1][C:2]1[CH:37]=[CH:36][C:5]([CH2:6][NH:7][C:8]([C:10]2[N:11]=[C:12]3[C:18]4([NH:21][C:22](=[O:31])[C:23](=[O:30])[N:24]5[CH2:29][CH2:28][NH:27][CH2:26][CH2:25]5)[CH2:19][CH2:20][CH:15]([CH2:16][CH2:17]4)[CH2:14][N:13]3[C:32](=[O:35])[C:33]=2[OH:34])=[O:9])=[CH:4][CH:3]=1.C(N(C(C)C)CC)(C)C.[CH3:47][N:48]([CH3:53])[S:49](Cl)(=[O:51])=[O:50], predict the reaction product. The product is: [CH3:47][N:48]([CH3:53])[S:49]([N:27]1[CH2:26][CH2:25][N:24]([C:23](=[O:30])[C:22]([NH:21][C:18]23[CH2:19][CH2:20][CH:15]([CH2:16][CH2:17]2)[CH2:14][N:13]2[C:32](=[O:35])[C:33]([OH:34])=[C:10]([C:8]([NH:7][CH2:6][C:5]4[CH:4]=[CH:3][C:2]([F:1])=[CH:37][CH:36]=4)=[O:9])[N:11]=[C:12]32)=[O:31])[CH2:29][CH2:28]1)(=[O:51])=[O:50]. (3) Given the reactants [F:1][C:2]1[C:3]([CH3:24])=[C:4]([C:8]2([C:20]([O:22][CH3:23])=[O:21])[CH2:12][CH2:11][C:10]([C:13]3[CH:18]=[CH:17][CH:16]=[CH:15][C:14]=3[CH3:19])=[CH:9]2)[CH:5]=[CH:6][CH:7]=1, predict the reaction product. The product is: [F:1][C:2]1[C:3]([CH3:24])=[C:4]([C:8]2([C:20]([O:22][CH3:23])=[O:21])[CH2:12][CH2:11][CH:10]([C:13]3[CH:18]=[CH:17][CH:16]=[CH:15][C:14]=3[CH3:19])[CH2:9]2)[CH:5]=[CH:6][CH:7]=1. (4) Given the reactants Cl[C:2]([F:7])([F:6])C([O-])=O.[Na+].[OH:9][C:10]1[CH:21]=[C:20]([O:22][CH:23]([CH3:25])[CH3:24])[CH:19]=[CH:18][C:11]=1[C:12]([O:14][CH:15]([CH3:17])[CH3:16])=[O:13], predict the reaction product. The product is: [F:6][CH:2]([F:7])[O:9][C:10]1[CH:21]=[C:20]([O:22][CH:23]([CH3:25])[CH3:24])[CH:19]=[CH:18][C:11]=1[C:12]([O:14][CH:15]([CH3:17])[CH3:16])=[O:13]. (5) Given the reactants [OH:1][C:2]1[CH:9]=[C:8]([OH:10])[CH:7]=[C:6]([CH3:11])[C:3]=1[CH:4]=[O:5].[O:12]1[CH:17]=[CH:16][CH2:15][CH2:14][CH2:13]1, predict the reaction product. The product is: [OH:1][C:2]1[CH:9]=[C:8]([O:10][CH:13]2[CH2:14][CH2:15][CH2:16][CH2:17][O:12]2)[CH:7]=[C:6]([CH3:11])[C:3]=1[CH:4]=[O:5].